This data is from Retrosynthesis with 50K atom-mapped reactions and 10 reaction types from USPTO. The task is: Predict the reactants needed to synthesize the given product. (1) Given the product Cc1cccc(-c2ccc(C(C)(C)C(=O)NCC(C)C)cc2)c1, predict the reactants needed to synthesize it. The reactants are: CC(C)CNC(=O)C(C)(C)c1ccc(Br)cc1.Cc1cccc(B(O)O)c1. (2) Given the product CCCn1c(-c2ccncc2)c(C)c2cc(OC(C)(C)C(=O)O)ccc21, predict the reactants needed to synthesize it. The reactants are: CCCn1c(-c2ccncc2)c(C)c2cc(OC(C)(C)C(=O)OCC)ccc21. (3) Given the product Cc1nn(C)c(C(N)=O)c1C(F)(F)F, predict the reactants needed to synthesize it. The reactants are: CN(C)C=O.Cc1nn(C)c(C(=O)O)c1C(F)(F)F. (4) Given the product COC(=O)[C@@H]1CN(C(C)=O)C[C@H]1c1ccc(OC)c(OC2CCCC2)c1, predict the reactants needed to synthesize it. The reactants are: CC(=O)OC(C)=O.COC(=O)[C@@H]1CNC[C@H]1c1ccc(OC)c(OC2CCCC2)c1. (5) Given the product Cc1cc(C)cc(C#N)c1, predict the reactants needed to synthesize it. The reactants are: Cc1cc(C)cc(Br)c1.[C-]#N.